Binary Classification. Given a drug SMILES string, predict its activity (active/inactive) in a high-throughput screening assay against a specified biological target. From a dataset of Cav3 T-type calcium channel HTS with 100,875 compounds. (1) The molecule is Brc1c(OCC(=O)N2CCN(CC2)c2c(OC)cccc2)ccc(Cl)c1. The result is 0 (inactive). (2) The compound is Oc1c(C(=O)NCCCCCC)c(=O)[nH]c2c1cccc2. The result is 0 (inactive). (3) The compound is S(=O)(=O)(Nc1cc2[nH]ncc2cc1)c1sc(c(c1C(OC)=O)C)C(OC)=O. The result is 0 (inactive).